From a dataset of NCI-60 drug combinations with 297,098 pairs across 59 cell lines. Regression. Given two drug SMILES strings and cell line genomic features, predict the synergy score measuring deviation from expected non-interaction effect. (1) Drug 1: CC1=C2C(C(=O)C3(C(CC4C(C3C(C(C2(C)C)(CC1OC(=O)C(C(C5=CC=CC=C5)NC(=O)OC(C)(C)C)O)O)OC(=O)C6=CC=CC=C6)(CO4)OC(=O)C)OC)C)OC. Drug 2: CC1=C(N=C(N=C1N)C(CC(=O)N)NCC(C(=O)N)N)C(=O)NC(C(C2=CN=CN2)OC3C(C(C(C(O3)CO)O)O)OC4C(C(C(C(O4)CO)O)OC(=O)N)O)C(=O)NC(C)C(C(C)C(=O)NC(C(C)O)C(=O)NCCC5=NC(=CS5)C6=NC(=CS6)C(=O)NCCC[S+](C)C)O. Cell line: OVCAR-4. Synergy scores: CSS=34.0, Synergy_ZIP=-0.639, Synergy_Bliss=-2.47, Synergy_Loewe=-7.07, Synergy_HSA=1.36. (2) Drug 1: C1C(C(OC1N2C=C(C(=O)NC2=O)F)CO)O. Drug 2: COC1=C2C(=CC3=C1OC=C3)C=CC(=O)O2. Cell line: ACHN. Synergy scores: CSS=22.6, Synergy_ZIP=-1.39, Synergy_Bliss=-3.01, Synergy_Loewe=-26.0, Synergy_HSA=-1.93. (3) Drug 1: CC1=CC2C(CCC3(C2CCC3(C(=O)C)OC(=O)C)C)C4(C1=CC(=O)CC4)C. Drug 2: C1CN(P(=O)(OC1)NCCCl)CCCl. Cell line: IGROV1. Synergy scores: CSS=1.33, Synergy_ZIP=0.494, Synergy_Bliss=1.77, Synergy_Loewe=-0.352, Synergy_HSA=0.207. (4) Drug 1: C1C(C(OC1N2C=C(C(=O)NC2=O)F)CO)O. Drug 2: CCC1(CC2CC(C3=C(CCN(C2)C1)C4=CC=CC=C4N3)(C5=C(C=C6C(=C5)C78CCN9C7C(C=CC9)(C(C(C8N6C)(C(=O)OC)O)OC(=O)C)CC)OC)C(=O)OC)O.OS(=O)(=O)O. Cell line: EKVX. Synergy scores: CSS=0.354, Synergy_ZIP=0.203, Synergy_Bliss=-0.339, Synergy_Loewe=-2.59, Synergy_HSA=-1.85. (5) Drug 1: C1=CC(=CC=C1CCC2=CNC3=C2C(=O)NC(=N3)N)C(=O)NC(CCC(=O)O)C(=O)O. Drug 2: C1=NNC2=C1C(=O)NC=N2. Cell line: IGROV1. Synergy scores: CSS=24.2, Synergy_ZIP=-3.68, Synergy_Bliss=0.250, Synergy_Loewe=-28.0, Synergy_HSA=0.437. (6) Drug 1: CN1C(=O)N2C=NC(=C2N=N1)C(=O)N. Drug 2: CC1=C2C(C(=O)C3(C(CC4C(C3C(C(C2(C)C)(CC1OC(=O)C(C(C5=CC=CC=C5)NC(=O)OC(C)(C)C)O)O)OC(=O)C6=CC=CC=C6)(CO4)OC(=O)C)O)C)O. Cell line: LOX IMVI. Synergy scores: CSS=-1.12, Synergy_ZIP=-3.03, Synergy_Bliss=-4.97, Synergy_Loewe=-6.76, Synergy_HSA=-5.63. (7) Drug 1: C1CCC(C1)C(CC#N)N2C=C(C=N2)C3=C4C=CNC4=NC=N3. Drug 2: CC1=C(N=C(N=C1N)C(CC(=O)N)NCC(C(=O)N)N)C(=O)NC(C(C2=CN=CN2)OC3C(C(C(C(O3)CO)O)O)OC4C(C(C(C(O4)CO)O)OC(=O)N)O)C(=O)NC(C)C(C(C)C(=O)NC(C(C)O)C(=O)NCCC5=NC(=CS5)C6=NC(=CS6)C(=O)NCCC[S+](C)C)O. Cell line: LOX IMVI. Synergy scores: CSS=10.0, Synergy_ZIP=-2.66, Synergy_Bliss=-8.08, Synergy_Loewe=-20.9, Synergy_HSA=-4.85. (8) Drug 1: CC(C)(C#N)C1=CC(=CC(=C1)CN2C=NC=N2)C(C)(C)C#N. Drug 2: CC1C(C(CC(O1)OC2CC(CC3=C2C(=C4C(=C3O)C(=O)C5=C(C4=O)C(=CC=C5)OC)O)(C(=O)CO)O)N)O.Cl. Cell line: CCRF-CEM. Synergy scores: CSS=38.5, Synergy_ZIP=-1.17, Synergy_Bliss=-3.49, Synergy_Loewe=-6.20, Synergy_HSA=-2.29. (9) Drug 1: CC12CCC3C(C1CCC2=O)CC(=C)C4=CC(=O)C=CC34C. Drug 2: CN(C)N=NC1=C(NC=N1)C(=O)N. Cell line: A549. Synergy scores: CSS=43.0, Synergy_ZIP=2.04, Synergy_Bliss=-0.639, Synergy_Loewe=-32.1, Synergy_HSA=-0.827.